This data is from Experimentally validated miRNA-target interactions with 360,000+ pairs, plus equal number of negative samples. The task is: Binary Classification. Given a miRNA mature sequence and a target amino acid sequence, predict their likelihood of interaction. (1) The protein sequence of the target gene is MAPSTVAVEMLSPKEKNRLRKPVVEKMRRDRINSSIEQLKLLLEQEFARHQPNSKLEKADILEMAVSYLKHSKAFAAAAGPKSLHQDYSEGYSWCLQEAVQFLTLHAASDTQMKLLYHFQRPPAPAAPAKEPPAPGAAPQPARSSAKAAAAAVSTSRQPACGLWRPW. Result: 0 (no interaction). The miRNA is hsa-miR-4681 with sequence AACGGGAAUGCAGGCUGUAUCU. (2) The miRNA is mmu-miR-343 with sequence UCUCCCUUCAUGUGCCCAGA. The protein sequence of the target gene is MASSHWNETTTSVYQYLGFQVQKIYPFHDNWNTACFVILLLFIFTVVSLVVLAFLYEVLDCCCCVKNKTVKDLKSEPNPLRSMMDNIRKRETEVV. Result: 0 (no interaction). (3) The miRNA is hsa-miR-4769-3p with sequence UCUGCCAUCCUCCCUCCCCUAC. The protein sequence of the target gene is MCSHFTQDFLPVQGIEDSFHKLILRRYEKCGHDNLQLRKGCKSMNVCKVQKGVYNGINKCLSNTQSKIFQCNARVKVFSKFANSNKDKTRHTGEKHFKCNECGKSFQKFSDLTQHKGIHAGEKPYTCEERGKDFGWYTDLNQHKKIHTGEKPYKCEECGKAFNRSTNLTAHKRIHNREKAYTGEDRDRAFGWSTNLNEYKKIHTGDKPYKCKECGKAFMHSSHLNKHEKIHTGEKPYKCKECGKVISSSSSFAKHKRIHTGEKPFKCLECGKAFNISTTLTKHRRIHTGEKPYTCEVCGK.... Result: 0 (no interaction).